This data is from Full USPTO retrosynthesis dataset with 1.9M reactions from patents (1976-2016). The task is: Predict the reactants needed to synthesize the given product. (1) The reactants are: [CH2:1]([N:8]1[CH2:17][CH2:16][C:15]2[C:14](=O)[NH:13][CH:12]=[N:11][C:10]=2[CH2:9]1)[C:2]1[CH:7]=[CH:6][CH:5]=[CH:4][CH:3]=1.C(N(CC)C1C=CC=CC=1)C.O=P(Cl)(Cl)[Cl:32]. Given the product [CH2:1]([N:8]1[CH2:17][CH2:16][C:15]2[C:14]([Cl:32])=[N:13][CH:12]=[N:11][C:10]=2[CH2:9]1)[C:2]1[CH:7]=[CH:6][CH:5]=[CH:4][CH:3]=1, predict the reactants needed to synthesize it. (2) Given the product [CH2:19]([O:18][C:16]([C:15]1[C:14](=[O:21])[O:1][C:2]2[C:3]([CH:4]=1)=[CH:6][CH:7]=[C:8]([O:12][CH3:13])[C:9]=2[CH2:10][CH3:11])=[O:17])[CH3:20], predict the reactants needed to synthesize it. The reactants are: [OH:1][C:2]1[C:9]([CH2:10][CH3:11])=[C:8]([O:12][CH3:13])[CH:7]=[CH:6][C:3]=1[CH:4]=O.[C:14](OCC)(=[O:21])[CH2:15][C:16]([O:18][CH2:19][CH3:20])=[O:17].N1CCCCC1. (3) Given the product [CH2:2]([O:9][C:10]1[CH:11]=[C:12]([CH2:16][S:17]([Cl:29])(=[O:20])=[O:18])[CH:13]=[CH:14][CH:15]=1)[C:3]1[CH:8]=[CH:7][CH:6]=[CH:5][CH:4]=1, predict the reactants needed to synthesize it. The reactants are: [Na+].[CH2:2]([O:9][C:10]1[CH:11]=[C:12]([CH2:16][S:17]([O-:20])(=O)=[O:18])[CH:13]=[CH:14][CH:15]=1)[C:3]1[CH:8]=[CH:7][CH:6]=[CH:5][CH:4]=1.CN(C)C=O.C(Cl)(=O)C([Cl:29])=O. (4) Given the product [ClH:38].[ClH:38].[NH2:8][CH2:9][CH2:10][CH2:11][C@@H:12]([CH2:24][C:25]1[N:26]=[CH:27][N:28]2[C:37]3[C:32](=[CH:33][CH:34]=[CH:35][CH:36]=3)[CH2:31][CH2:30][C:29]=12)[C:13]([O:15][CH2:16][C:17]1[O:18][C:19](=[O:23])[O:20][C:21]=1[CH3:22])=[O:14], predict the reactants needed to synthesize it. The reactants are: C(OC([NH:8][CH2:9][CH2:10][CH2:11][C@@H:12]([CH2:24][C:25]1[N:26]=[CH:27][N:28]2[C:37]3[C:32](=[CH:33][CH:34]=[CH:35][CH:36]=3)[CH2:31][CH2:30][C:29]=12)[C:13]([O:15][CH2:16][C:17]1[O:18][C:19](=[O:23])[O:20][C:21]=1[CH3:22])=[O:14])=O)(C)(C)C.[ClH:38]. (5) Given the product [F:13][C:7]1[C:8]([F:12])=[CH:9][CH:10]=[CH:11][C:6]=1[NH:5][C:3](=[O:4])[CH2:2][NH:16][NH:15][C:14]([O:18][C:19]([CH3:22])([CH3:21])[CH3:20])=[O:17], predict the reactants needed to synthesize it. The reactants are: Br[CH2:2][C:3]([NH:5][C:6]1[CH:11]=[CH:10][CH:9]=[C:8]([F:12])[C:7]=1[F:13])=[O:4].[C:14]([O:18][C:19]([CH3:22])([CH3:21])[CH3:20])(=[O:17])[NH:15][NH2:16]. (6) Given the product [CH3:16][O:17][C:18](=[O:42])[CH2:19][CH2:20][C:21]1[CH:22]=[C:23]([C:27]2[CH:32]=[CH:31][C:30]([OH:33])=[C:29]([N:34]3[CH2:38][C:37](=[O:39])[NH:36][S:35]3(=[O:40])=[O:41])[CH:28]=2)[CH:24]=[CH:25][CH:26]=1.[OH:33][C:30]1[CH:31]=[CH:32][C:27]([C:23]2[CH:24]=[CH:25][CH:26]=[C:21]([CH2:20][CH2:19][C:18]([OH:42])=[O:17])[CH:22]=2)=[CH:28][C:29]=1[N:34]1[CH2:38][C:37](=[O:39])[NH:36][S:35]1(=[O:41])=[O:40], predict the reactants needed to synthesize it. The reactants are: COC(CCC1C=C(B(O)O)C=CC=1)=O.[CH3:16][O:17][C:18](=[O:42])[CH2:19][CH2:20][C:21]1[CH:22]=[C:23]([C:27]2[CH:32]=[CH:31][C:30]([OH:33])=[C:29]([N:34]3[CH2:38][C:37](=[O:39])[NH:36][S:35]3(=[O:41])=[O:40])[CH:28]=2)[CH:24]=[CH:25][CH:26]=1.[OH-].[Na+]. (7) Given the product [Cl:1][C:2]1[CH:14]=[CH:13][C:5]2[NH:6][C:7]([S:9][C:12]3[CH:22]=[CH:23][CH:24]=[C:25]4[C:20]=3[NH:19][CH:18]=[CH:17][C:16]4=[O:15])=[N:8][C:4]=2[CH:3]=1, predict the reactants needed to synthesize it. The reactants are: [Cl:1][C:2]1[CH:14]=[CH:13][C:5]2[NH:6][C:7]([S:9]([CH3:12])(=O)=O)=[N:8][C:4]=2[CH:3]=1.[O:15]=[C:16]1[C:25]2[C:20](=C([S-])[CH:22]=[CH:23][CH:24]=2)[NH:19][CH:18]=[CH:17]1.[Na+].C(O)(=O)C. (8) Given the product [F:10][C:11]1[CH:16]=[CH:15][C:14]([N:4]2[CH:3]=[C:2]([I:1])[N:6]=[C:5]2[CH:7]([CH3:9])[CH3:8])=[CH:13][CH:12]=1, predict the reactants needed to synthesize it. The reactants are: [I:1][C:2]1[NH:6][C:5]([CH:7]([CH3:9])[CH3:8])=[N:4][CH:3]=1.[F:10][C:11]1[CH:16]=[CH:15][C:14](B(O)O)=[CH:13][CH:12]=1. (9) Given the product [CH3:33][O:32][C:29]1[CH:30]=[C:31]2[C:26](=[CH:27][C:28]=1[O:34][CH3:35])[N:25]=[CH:24][CH:23]=[C:22]2[O:20][C:17]1[CH:16]=[CH:15][C:14]([C:11]2[N:12]=[N:13][C:8]([NH:7][C:1]3[CH:2]=[CH:3][CH:4]=[CH:5][CH:6]=3)=[CH:9][CH:10]=2)=[CH:19][CH:18]=1, predict the reactants needed to synthesize it. The reactants are: [C:1]1([NH:7][C:8]2[N:13]=[N:12][C:11]([C:14]3[CH:19]=[CH:18][C:17]([OH:20])=[CH:16][CH:15]=3)=[CH:10][CH:9]=2)[CH:6]=[CH:5][CH:4]=[CH:3][CH:2]=1.Cl[C:22]1[C:31]2[C:26](=[CH:27][C:28]([O:34][CH3:35])=[C:29]([O:32][CH3:33])[CH:30]=2)[N:25]=[CH:24][CH:23]=1.[OH-].[Na+]. (10) Given the product [CH3:20][NH:21][C:22]([N:3]1[C:11]2[C:6](=[CH:7][C:8]([O:12][C:13]3[CH:18]=[CH:17][N:16]=[C:15]([NH2:19])[CH:14]=3)=[CH:9][CH:10]=2)[CH:5]=[CH:4]1)=[O:23], predict the reactants needed to synthesize it. The reactants are: [H-].[Na+].[NH:3]1[C:11]2[C:6](=[CH:7][C:8]([O:12][C:13]3[CH:18]=[CH:17][N:16]=[C:15]([NH2:19])[CH:14]=3)=[CH:9][CH:10]=2)[CH:5]=[CH:4]1.[CH3:20][NH:21][C:22](=O)[O:23]C1C=CC=CC=1.